From a dataset of Reaction yield outcomes from USPTO patents with 853,638 reactions. Predict the reaction yield, written as a fraction of the theoretical maximum amount of product (1.0 means a 100% yield; for example, 0.34 means a 34% yield). (1) The reactants are [OH-].[OH-].[C:3]1([B+2])[CH:8]=[CH:7][CH:6]=[CH:5][CH:4]=1.[F-].[K+].Cl[C:13]1[CH:21]=[CH:20][CH:19]=[CH:18][C:14]=1[CH2:15][C:16]#[N:17]. The catalyst is C([O-])(=O)C.[Pd+2].C([O-])(=O)C.C(P(C(C)(C)C)C1C=CC=CC=1C1C=CC=CC=1)(C)(C)C.C1COCC1. The product is [C:16]([CH2:15][C:14]1[CH:18]=[CH:19][CH:20]=[CH:21][C:13]=1[C:3]1[CH:8]=[CH:7][CH:6]=[CH:5][CH:4]=1)#[N:17]. The yield is 0.920. (2) The reactants are C([O:8][C:9]1[CH:10]=[CH:11][C:12]([C@@H:20]([O:36][Si:37]([C:40]([CH3:43])([CH3:42])[CH3:41])([CH3:39])[CH3:38])[CH2:21][NH:22][C@@H:23]([CH3:35])[CH2:24][C:25]2[CH:26]=[C:27]([CH2:31][C:32]([OH:34])=[O:33])[CH:28]=[CH:29][CH:30]=2)=[C:13]2[C:18]=1[NH:17][C:16](=[O:19])[CH:15]=[CH:14]2)C1C=CC=CC=1. The catalyst is CCO.[Pd]. The product is [Si:37]([O:36][C@H:20]([C:12]1[CH:11]=[CH:10][C:9]([OH:8])=[C:18]2[C:13]=1[CH:14]=[CH:15][C:16](=[O:19])[NH:17]2)[CH2:21][NH:22][C@@H:23]([CH3:35])[CH2:24][C:25]1[CH:26]=[C:27]([CH2:31][C:32]([OH:34])=[O:33])[CH:28]=[CH:29][CH:30]=1)([C:40]([CH3:43])([CH3:41])[CH3:42])([CH3:39])[CH3:38]. The yield is 0.400. (3) The reactants are [C:1]1([C:7]2[S:11][C:10]([NH:12][NH2:13])=[N:9][CH:8]=2)[CH:6]=[CH:5][CH:4]=[CH:3][CH:2]=1.[N:14]1[C:23]2[C:18](=[CH:19][C:20]([CH2:24][C:25](O)=[O:26])=[CH:21][CH:22]=2)[CH:17]=[CH:16][CH:15]=1.C(Cl)CCl.C1C=CC2N(O)N=NC=2C=1.C([O-])([O-])=O.[K+].[K+]. The catalyst is C(Cl)Cl. The product is [C:1]1([C:7]2[S:11][C:10]([NH:12][NH:13][C:25](=[O:26])[CH2:24][C:20]3[CH:19]=[C:18]4[C:23](=[CH:22][CH:21]=3)[N:14]=[CH:15][CH:16]=[CH:17]4)=[N:9][CH:8]=2)[CH:2]=[CH:3][CH:4]=[CH:5][CH:6]=1. The yield is 0.490. (4) The reactants are [F:1][C:2]1[CH:3]=[C:4]([CH:6]=[CH:7][C:8]=1[N+:9]([O-:11])=[O:10])[NH2:5].C(OCC)(=O)C.[Br:18]N1C(=O)CCC1=O. The catalyst is CS(C)=O. The product is [Br:18][C:6]1[CH:7]=[C:8]([N+:9]([O-:11])=[O:10])[C:2]([F:1])=[CH:3][C:4]=1[NH2:5]. The yield is 0.500. (5) The catalyst is CN(C=O)C. The yield is 0.946. The reactants are [CH3:1][C:2]1[C:10]2[C:5](=[CH:6][CH:7]=[CH:8][CH:9]=2)[NH:4][C:3]=1[C:11]#[N:12].F[C:14]1[CH:21]=[CH:20][CH:19]=[CH:18][C:15]=1[C:16]#[N:17].C([O-])([O-])=O.[Cs+].[Cs+].O. The product is [C:16]([C:15]1[CH:18]=[CH:19][CH:20]=[CH:21][C:14]=1[N:4]1[C:5]2[C:10](=[CH:9][CH:8]=[CH:7][CH:6]=2)[C:2]([CH3:1])=[C:3]1[C:11]#[N:12])#[N:17]. (6) The reactants are C(NC(C)C)(C)C.[Li]CCCC.[CH2:13]([O:17][C:18]1[CH2:22][CH2:21][C:20](=[O:23])[CH:19]=1)[CH:14]([CH3:16])[CH3:15].[Cl:24][CH:25](I)[CH2:26][CH3:27]. The catalyst is CN1C(=O)N(C)CCC1.C1COCC1. The product is [Cl:24][CH2:25][CH2:26][CH2:27][CH:21]1[C:20](=[O:23])[CH:19]=[C:18]([O:17][CH2:13][CH:14]([CH3:16])[CH3:15])[CH2:22]1. The yield is 0.500.